This data is from Full USPTO retrosynthesis dataset with 1.9M reactions from patents (1976-2016). The task is: Predict the reactants needed to synthesize the given product. Given the product [C:1]1([C:30]2[CH:35]=[CH:34][CH:33]=[CH:32][CH:31]=2)[CH:2]=[CH:3][C:4]([C:7]2([C:10]3[N:14]4[CH2:15][CH2:16][S:17][C:18]([CH2:21][OH:22])([CH3:20])[CH2:19][C:13]4=[N:12][N:11]=3)[CH2:8][CH2:9]2)=[CH:5][CH:6]=1, predict the reactants needed to synthesize it. The reactants are: [C:1]1([C:30]2[CH:35]=[CH:34][CH:33]=[CH:32][CH:31]=2)[CH:6]=[CH:5][C:4]([C:7]2([C:10]3[N:14]4[CH2:15][CH2:16][S:17][C:18]([CH2:21][O:22][Si](C(C)(C)C)(C)C)([CH3:20])[CH2:19][C:13]4=[N:12][N:11]=3)[CH2:9][CH2:8]2)=[CH:3][CH:2]=1.Cl.